Task: Predict the product of the given reaction.. Dataset: Forward reaction prediction with 1.9M reactions from USPTO patents (1976-2016) (1) Given the reactants [O:1]=[C:2]1[CH:13]2[C:14]3[N:6]([CH:7]=[CH:8][C:9]=3[CH2:10][CH2:11][C@@H:12]2[NH:15][C:16](=[O:19])[O:17][CH3:18])[CH2:5][C@@H:4]([C:20]2[NH:21][CH:22]=[C:23]([C:25]3[CH:30]=[CH:29][C:28](B4OC(C)(C)C(C)(C)O4)=[CH:27][CH:26]=3)[N:24]=2)[CH2:3]1.Cl[C:41]1[N:46]=[CH:45][C:44]([C:47]2[NH:51][C:50]([C@@H:52]3[CH2:56][C:55]([F:58])([F:57])[CH2:54][N:53]3[C:59]([O:61][C:62]([CH3:65])([CH3:64])[CH3:63])=[O:60])=[N:49][CH:48]=2)=[CH:43][N:42]=1.C(=O)([O-])[O-].[Cs+].[Cs+], predict the reaction product. The product is: [F:57][C:55]1([F:58])[CH2:54][N:53]([C:59]([O:61][C:62]([CH3:65])([CH3:64])[CH3:63])=[O:60])[C@H:52]([C:50]2[NH:51][C:47]([C:44]3[CH:43]=[N:42][C:41]([C:28]4[CH:27]=[CH:26][C:25]([C:23]5[N:24]=[C:20]([C@@H:4]6[CH2:5][N:6]7[C:14]8[CH:13]([C@@H:12]([NH:15][C:16]([O:17][CH3:18])=[O:19])[CH2:11][CH2:10][C:9]=8[CH:8]=[CH:7]7)[C:2](=[O:1])[CH2:3]6)[NH:21][CH:22]=5)=[CH:30][CH:29]=4)=[N:46][CH:45]=3)=[CH:48][N:49]=2)[CH2:56]1. (2) Given the reactants [CH2:1]([O:3][C:4]1[CH:9]=[CH:8][C:7](/[CH:10]=[CH:11]/[C:12]([O:14]C)=[O:13])=[CH:6][C:5]=1[O:16][CH2:17][CH2:18][CH3:19])[CH3:2].[OH-].[K+].O, predict the reaction product. The product is: [CH2:1]([O:3][C:4]1[CH:9]=[CH:8][C:7](/[CH:10]=[CH:11]/[C:12]([OH:14])=[O:13])=[CH:6][C:5]=1[O:16][CH2:17][CH2:18][CH3:19])[CH3:2]. (3) The product is: [Cl:62][C:57]1[CH:58]=[CH:59][CH:60]=[CH:61][C:56]=1[CH2:55][C@@H:54]([NH:63][C:1]([CH2:4][CH2:5][CH2:6][C:7]1[CH:15]=[CH:14][CH:13]=[CH:12][C:8]=1[C:9]([OH:11])=[O:10])=[O:3])[C@H:53]([C:52]([O:51][CH2:49][CH3:50])=[O:65])[OH:64]. Given the reactants [C:1]([CH2:4][CH2:5][CH2:6][C:7]1[CH:15]=[CH:14][CH:13]=[CH:12][C:8]=1[C:9]([OH:11])=[O:10])([OH:3])=O.CCN(C(C)C)C(C)C.CN(C(ON1N=NC2C=CC=NC1=2)=[N+](C)C)C.F[P-](F)(F)(F)(F)F.[CH2:49]([O:51][C:52](=[O:65])[C@H:53]([OH:64])[C@H:54]([NH2:63])[CH2:55][C:56]1[CH:61]=[CH:60][CH:59]=[CH:58][C:57]=1[Cl:62])[CH3:50], predict the reaction product. (4) Given the reactants [CH2:1]([N:8]1[C:13](=[O:14])[CH:12]=[CH:11][C:10]([C:15]([F:22])([F:21])[C:16]([O:18]CC)=[O:17])=[CH:9]1)[C:2]1[CH:7]=[CH:6][CH:5]=[CH:4][CH:3]=1.CO.O.O.[OH-].[Li+], predict the reaction product. The product is: [CH2:1]([N:8]1[C:13](=[O:14])[CH:12]=[CH:11][C:10]([C:15]([F:22])([F:21])[C:16]([OH:18])=[O:17])=[CH:9]1)[C:2]1[CH:3]=[CH:4][CH:5]=[CH:6][CH:7]=1. (5) Given the reactants [Br:1][C:2]1[CH:19]=[CH:18][C:5]2[N:6](C(OC(C)(C)C)=O)[C:7](=[O:10])[N:8]([CH3:9])[C:4]=2[CH:3]=1.Cl.O1CCOCC1, predict the reaction product. The product is: [Br:1][C:2]1[CH:19]=[CH:18][C:5]2[NH:6][C:7](=[O:10])[N:8]([CH3:9])[C:4]=2[CH:3]=1. (6) The product is: [CH2:21]([NH:28][C:29](=[O:38])[C:30]1[CH:35]=[CH:34][C:33]([N:36]2[C:10]([OH:12])=[C:9]([C:6]3[CH:7]=[CH:8][C:3]([C:1]#[N:2])=[CH:4][C:5]=3[O:19][CH3:20])[CH:15]=[N:16]2)=[N:32][CH:31]=1)[C:22]1[CH:27]=[CH:26][CH:25]=[CH:24][CH:23]=1. Given the reactants [C:1]([C:3]1[CH:8]=[CH:7][C:6]([C:9](=[CH:15][N:16](C)C)[C:10]([O:12]CC)=O)=[C:5]([O:19][CH3:20])[CH:4]=1)#[N:2].[CH2:21]([NH:28][C:29](=[O:38])[C:30]1[CH:35]=[CH:34][C:33]([NH:36]N)=[N:32][CH:31]=1)[C:22]1[CH:27]=[CH:26][CH:25]=[CH:24][CH:23]=1, predict the reaction product.